This data is from Full USPTO retrosynthesis dataset with 1.9M reactions from patents (1976-2016). The task is: Predict the reactants needed to synthesize the given product. (1) Given the product [CH3:20][C:2]([CH3:21])([CH3:1])[C:3]([C:5]1[N:9]([CH2:10][C:11]([N:51]([CH2:53][CH:33]([CH3:34])[CH3:32])[CH2:50][CH:22]([CH3:23])[CH3:27])=[O:12])[C:8]2[CH:14]=[C:15]([O:18][CH3:19])[CH:16]=[CH:17][C:7]=2[N:6]=1)=[O:4], predict the reactants needed to synthesize it. The reactants are: [CH3:1][C:2]([CH3:21])([CH3:20])[C:3]([C:5]1[N:9]([CH2:10][C:11](O)=[O:12])[C:8]2[CH:14]=[C:15]([O:18][CH3:19])[CH:16]=[CH:17][C:7]=2[N:6]=1)=[O:4].[CH:22]1[CH:23]=CC2N(O)N=NC=2[CH:27]=1.[CH2:32](NCCCC)[CH2:33][CH2:34]C.CCN(C(C)C)C(C)C.[CH3:50][N:51]([CH:53]=O)C. (2) Given the product [Cl:1][C:2]1[N:7]=[C:6]([S:8][CH3:9])[N:5]2[CH:15]=[C:13]([CH2:12][Cl:11])[N:10]=[C:4]2[CH:3]=1, predict the reactants needed to synthesize it. The reactants are: [Cl:1][C:2]1[N:7]=[C:6]([S:8][CH3:9])[N:5]=[C:4]([NH2:10])[CH:3]=1.[Cl:11][CH2:12][C:13]([CH2:15]Cl)=O.O. (3) Given the product [Cl:1][C:2]1[CH:3]=[C:4]([N:8]([CH2:9][C:10]2[C:19]3[C:14](=[C:15]([F:20])[CH:16]=[CH:17][CH:18]=3)[NH:13][C:12](=[O:21])[CH:11]=2)[CH2:24][CH3:26])[CH:5]=[CH:6][CH:7]=1, predict the reactants needed to synthesize it. The reactants are: [Cl:1][C:2]1[CH:3]=[C:4]([NH:8][CH2:9][C:10]2[C:19]3[C:14](=[C:15]([F:20])[CH:16]=[CH:17][CH:18]=3)[NH:13][C:12](=[O:21])[CH:11]=2)[CH:5]=[CH:6][CH:7]=1.[BH-](OC(C)=O)(OC(C)=O)O[C:24]([CH3:26])=O.[Na+].O. (4) Given the product [OH:1][C:2]([CH3:35])([CH3:34])[CH2:3][C@@:4]1([C:28]2[CH:29]=[CH:30][CH:31]=[CH:32][CH:33]=2)[O:9][C:8](=[O:10])[N:7]([C@H:11]([C:13]2[CH:14]=[CH:15][C:16]([C:37]3[CH:42]=[CH:41][N:40]([CH2:43][C:44]([OH:47])([CH3:45])[CH3:46])[C:39](=[O:48])[CH:38]=3)=[CH:17][CH:18]=2)[CH3:12])[CH2:6][CH2:5]1, predict the reactants needed to synthesize it. The reactants are: [OH:1][C:2]([CH3:35])([CH3:34])[CH2:3][C@@:4]1([C:28]2[CH:33]=[CH:32][CH:31]=[CH:30][CH:29]=2)[O:9][C:8](=[O:10])[N:7]([C@H:11]([C:13]2[CH:18]=[CH:17][C:16](B3OC(C)(C)C(C)(C)O3)=[CH:15][CH:14]=2)[CH3:12])[CH2:6][CH2:5]1.Br[C:37]1[CH:42]=[CH:41][N:40]([CH2:43][C:44]([OH:47])([CH3:46])[CH3:45])[C:39](=[O:48])[CH:38]=1. (5) Given the product [CH:1]1([CH2:7][C@H:8]([N:12]2[CH2:16][C:15]([O:17][C:18]3[CH:23]=[CH:22][CH:21]=[CH:20][C:19]=3[O:24][CH3:25])=[CH:14][C:13]2=[O:26])[C:9]([NH:48][C:49]2[CH:53]=[CH:52][N:51]([CH2:54][C:55]([OH:57])([CH3:56])[CH3:58])[N:50]=2)=[O:10])[CH2:6][CH2:5][CH2:4][CH2:3][CH2:2]1, predict the reactants needed to synthesize it. The reactants are: [CH:1]1([CH2:7][C@H:8]([N:12]2[CH2:16][C:15]([O:17][C:18]3[CH:23]=[CH:22][CH:21]=[CH:20][C:19]=3[O:24][CH3:25])=[CH:14][C:13]2=[O:26])[C:9](O)=[O:10])[CH2:6][CH2:5][CH2:4][CH2:3][CH2:2]1.CN(C)CCCN=C=NCC.ON1C2C=CC=CC=2N=N1.[NH2:48][C:49]1[CH:53]=[CH:52][N:51]([CH2:54][C:55]([CH3:58])([OH:57])[CH3:56])[N:50]=1. (6) Given the product [O:1]1[C:6]2[CH:7]=[CH:8][C:9]([C:15]3[CH:20]=[CH:19][C:18]([C:21]([N:23]4[CH2:27][CH2:26][CH2:25][C@H:24]4[CH2:28][N:29]4[CH2:30][CH2:31][CH2:32][CH2:33]4)=[O:22])=[CH:17][CH:16]=3)=[CH:10][C:5]=2[O:4][CH2:3][CH2:2]1, predict the reactants needed to synthesize it. The reactants are: [O:1]1[C:6]2[CH:7]=[CH:8][C:9](B(O)O)=[CH:10][C:5]=2[O:4][CH2:3][CH2:2]1.Br[C:15]1[CH:20]=[CH:19][C:18]([C:21]([N:23]2[CH2:27][CH2:26][CH2:25][C@H:24]2[CH2:28][N:29]2[CH2:33][CH2:32][CH2:31][CH2:30]2)=[O:22])=[CH:17][CH:16]=1.